Task: Predict which catalyst facilitates the given reaction.. Dataset: Catalyst prediction with 721,799 reactions and 888 catalyst types from USPTO Reactant: C([O:3][C:4](=O)[CH2:5][NH:6][C:7]1[C:12]([C:13]#[N:14])=[CH:11][CH:10]=[CH:9][N:8]=1)C.C[O-].[Na+]. Product: [NH:6]1[C:7]2[N:8]=[CH:9][CH:10]=[CH:11][C:12]=2[CH2:13][NH:14][C:4](=[O:3])[CH2:5]1. The catalyst class is: 227.